From a dataset of Full USPTO retrosynthesis dataset with 1.9M reactions from patents (1976-2016). Predict the reactants needed to synthesize the given product. (1) Given the product [OH:1][CH2:2][CH2:3][NH:4][S:5]([C:8]1[CH:13]=[CH:12][C:11]([C:18]2[N:23]=[CH:22][C:21]([O:24][CH2:25][CH:26]3[CH2:27][CH2:28][N:29]([C:32]([O:34][CH:35]([CH3:37])[CH3:36])=[O:33])[CH2:30][CH2:31]3)=[CH:20][CH:19]=2)=[CH:10][CH:9]=1)(=[O:7])=[O:6], predict the reactants needed to synthesize it. The reactants are: [OH:1][CH2:2][CH2:3][NH:4][S:5]([C:8]1[CH:13]=[CH:12][C:11](B(O)O)=[CH:10][CH:9]=1)(=[O:7])=[O:6].Br[C:18]1[N:23]=[CH:22][C:21]([O:24][CH2:25][CH:26]2[CH2:31][CH2:30][N:29]([C:32]([O:34][CH:35]([CH3:37])[CH3:36])=[O:33])[CH2:28][CH2:27]2)=[CH:20][CH:19]=1.C([O-])([O-])=O.[Na+].[Na+]. (2) Given the product [Cl:7][C:8]1[CH:9]=[C:10]([Mg:15][Br:16])[CH:11]=[CH:12][C:13]=1[Cl:14].[Cl:7][C:8]1[CH:9]=[C:10]([C:5](=[O:19])[CH2:4][O:3][CH3:2])[CH:11]=[CH:12][C:13]=1[Cl:14], predict the reactants needed to synthesize it. The reactants are: [Mg].[CH3:2][O:3][CH2:4][C:5]#N.[Cl:7][C:8]1[CH:9]=[C:10]([Mg:15][Br:16])[CH:11]=[CH:12][C:13]=1[Cl:14].C([O:19]CC)C. (3) Given the product [C:1]([O:5][C:6]([N:8]1[CH2:12][C@@H:11]([CH2:13][N:14]([CH:31]([CH3:32])[CH3:33])[C:15](=[O:30])[C:16]2[CH:21]=[CH:20][C:19]([O:22][CH3:23])=[C:18]([O:24][CH2:25][CH2:26][CH2:27][O:28][CH3:29])[CH:17]=2)[C@H:10]([CH2:34][O:35][C:40](=[O:46])[N:50]([CH2:51][C:52]2[CH:57]=[CH:56][CH:55]=[CH:54][CH:53]=2)[CH2:48][CH3:49])[CH2:9]1)=[O:7])([CH3:4])([CH3:3])[CH3:2], predict the reactants needed to synthesize it. The reactants are: [C:1]([O:5][C:6]([N:8]1[CH2:12][C@@H:11]([CH2:13][N:14]([CH:31]([CH3:33])[CH3:32])[C:15](=[O:30])[C:16]2[CH:21]=[CH:20][C:19]([O:22][CH3:23])=[C:18]([O:24][CH2:25][CH2:26][CH2:27][O:28][CH3:29])[CH:17]=2)[C@H:10]([CH2:34][OH:35])[CH2:9]1)=[O:7])([CH3:4])([CH3:3])[CH3:2].ClC(Cl)(O[C:40](=[O:46])OC(Cl)(Cl)Cl)Cl.[CH2:48]([NH:50][CH2:51][C:52]1[CH:57]=[CH:56][CH:55]=[CH:54][CH:53]=1)[CH3:49].C([O-])(O)=O.[Na+].